From a dataset of NCI-60 drug combinations with 297,098 pairs across 59 cell lines. Regression. Given two drug SMILES strings and cell line genomic features, predict the synergy score measuring deviation from expected non-interaction effect. Cell line: NCI-H522. Drug 1: CC1C(C(CC(O1)OC2CC(OC(C2O)C)OC3=CC4=CC5=C(C(=O)C(C(C5)C(C(=O)C(C(C)O)O)OC)OC6CC(C(C(O6)C)O)OC7CC(C(C(O7)C)O)OC8CC(C(C(O8)C)O)(C)O)C(=C4C(=C3C)O)O)O)O. Drug 2: C#CCC(CC1=CN=C2C(=N1)C(=NC(=N2)N)N)C3=CC=C(C=C3)C(=O)NC(CCC(=O)O)C(=O)O. Synergy scores: CSS=13.4, Synergy_ZIP=0.542, Synergy_Bliss=0.513, Synergy_Loewe=0.483, Synergy_HSA=-0.604.